This data is from Peptide-MHC class II binding affinity with 134,281 pairs from IEDB. The task is: Regression. Given a peptide amino acid sequence and an MHC pseudo amino acid sequence, predict their binding affinity value. This is MHC class II binding data. (1) The peptide sequence is PSVIPAARLFKAFIL. The MHC is HLA-DQA10102-DQB10502 with pseudo-sequence HLA-DQA10102-DQB10502. The binding affinity (normalized) is 0.466. (2) The peptide sequence is DALTLRTATNIWIDH. The MHC is DRB1_0405 with pseudo-sequence DRB1_0405. The binding affinity (normalized) is 0.528. (3) The peptide sequence is DHSTIIYNSRVTIAG. The MHC is HLA-DPA10301-DPB10402 with pseudo-sequence HLA-DPA10301-DPB10402. The binding affinity (normalized) is 0.196.